From a dataset of Reaction yield outcomes from USPTO patents with 853,638 reactions. Predict the reaction yield, written as a fraction of the theoretical maximum amount of product (1.0 means a 100% yield; for example, 0.34 means a 34% yield). The reactants are [Cl:1][C:2]1[CH:24]=[CH:23][C:22]([Cl:25])=[CH:21][C:3]=1[C:4]([NH:6][NH:7][C:8](=[O:20])[C:9]1[C:14]([F:15])=[C:13]([F:16])[C:12]([F:17])=[C:11]([F:18])[C:10]=1[F:19])=O. The catalyst is O=P(Cl)(Cl)Cl. The product is [Cl:1][C:2]1[CH:24]=[CH:23][C:22]([Cl:25])=[CH:21][C:3]=1[C:4]1[O:20][C:8]([C:9]2[C:14]([F:15])=[C:13]([F:16])[C:12]([F:17])=[C:11]([F:18])[C:10]=2[F:19])=[N:7][N:6]=1. The yield is 0.810.